This data is from Peptide-MHC class I binding affinity with 185,985 pairs from IEDB/IMGT. The task is: Regression. Given a peptide amino acid sequence and an MHC pseudo amino acid sequence, predict their binding affinity value. This is MHC class I binding data. (1) The peptide sequence is RERVNINIVG. The MHC is HLA-B40:02 with pseudo-sequence HLA-B40:02. The binding affinity (normalized) is 0.541. (2) The peptide sequence is YSPPLISIL. The MHC is Mamu-A01 with pseudo-sequence Mamu-A01. The binding affinity (normalized) is 1.00. (3) The peptide sequence is AAASSLLYK. The MHC is HLA-A02:01 with pseudo-sequence HLA-A02:01. The binding affinity (normalized) is 0. (4) The peptide sequence is QLYTISSESL. The MHC is HLA-A02:01 with pseudo-sequence HLA-A02:01. The binding affinity (normalized) is 0.208. (5) The peptide sequence is YNLSLSAAV. The MHC is HLA-A02:06 with pseudo-sequence HLA-A02:06. The binding affinity (normalized) is 0.315. (6) The peptide sequence is WPVLGSEVL. The MHC is HLA-B35:01 with pseudo-sequence HLA-B35:01. The binding affinity (normalized) is 1.00. (7) The peptide sequence is LTDRELLLL. The MHC is HLA-B18:01 with pseudo-sequence HLA-B18:01. The binding affinity (normalized) is 0.0847.